From a dataset of Reaction yield outcomes from USPTO patents with 853,638 reactions. Predict the reaction yield, written as a fraction of the theoretical maximum amount of product (1.0 means a 100% yield; for example, 0.34 means a 34% yield). The reactants are C([O:4][C@@H:5]([CH3:28])[C:6]([N:8]1[CH2:13][CH2:12][CH:11]([N:14]2[C:26]3[C:25]4[N:24]=[C:23]([Cl:27])[CH:22]=[CH:21][C:20]=4[N:19]=[CH:18][C:17]=3[N:16]=[N:15]2)[CH2:10][CH2:9]1)=[O:7])(=O)C.[Li+].[OH-]. The catalyst is C1COCC1.CO. The product is [Cl:27][C:23]1[CH:22]=[CH:21][C:20]2[N:19]=[CH:18][C:17]3[N:16]=[N:15][N:14]([CH:11]4[CH2:12][CH2:13][N:8]([C:6](=[O:7])[C@@H:5]([OH:4])[CH3:28])[CH2:9][CH2:10]4)[C:26]=3[C:25]=2[N:24]=1. The yield is 0.854.